Predict the product of the given reaction. From a dataset of Forward reaction prediction with 1.9M reactions from USPTO patents (1976-2016). (1) Given the reactants [N:1]1[C:10]2[C:5](=[CH:6][C:7]([CH2:11][N:12]3[C:16]4=[N:17][C:18]([C:21](=O)[CH3:22])=[CH:19][N:20]=[C:15]4[N:14]=[N:13]3)=[CH:8][CH:9]=2)[CH:4]=[CH:3][CH:2]=1.[CH3:24][NH:25][C:26]([N:28]([CH3:30])[NH2:29])=[O:27], predict the reaction product. The product is: [CH3:24][NH:25][C:26]([N:28]([CH3:30])/[N:29]=[C:21](/[C:18]1[N:17]=[C:16]2[N:12]([CH2:11][C:7]3[CH:6]=[C:5]4[C:10](=[CH:9][CH:8]=3)[N:1]=[CH:2][CH:3]=[CH:4]4)[N:13]=[N:14][C:15]2=[N:20][CH:19]=1)\[CH3:22])=[O:27]. (2) Given the reactants [CH3:1][C:2]([CH3:21])([CH3:20])[C:3]([O:5][CH2:6][C@H:7]1[CH2:11][C@H:10]([OH:12])[CH2:9][N:8]1[C:13]([O:15][C:16]([CH3:19])([CH3:18])[CH3:17])=[O:14])=[O:4].C(N(CC)CC)C.[CH3:29][S:30](Cl)(=[O:32])=[O:31], predict the reaction product. The product is: [CH3:1][C:2]([CH3:21])([CH3:20])[C:3]([O:5][CH2:6][C@H:7]1[CH2:11][C@H:10]([O:12][S:30]([CH3:29])(=[O:32])=[O:31])[CH2:9][N:8]1[C:13]([O:15][C:16]([CH3:19])([CH3:18])[CH3:17])=[O:14])=[O:4]. (3) Given the reactants [O:1]=[C:2]1[C:11]2[NH:12][CH:13]=[CH:14][C:10]=2[C:9]2[CH:8]=[C:7]([C:15]#[C:16][C:17]3[CH:22]=[CH:21][CH:20]=[CH:19][CH:18]=3)[CH:6]=[CH:5][C:4]=2[NH:3]1.[CH2:23]([C:25]([O-:27])=[O:26])[CH3:24], predict the reaction product. The product is: [O:1]=[C:2]1[C:11]2[NH:12][CH:13]=[CH:14][C:10]=2[C:9]2[CH:8]=[C:7]([CH2:15][CH2:16][C:17]3[CH:18]=[CH:19][CH:20]=[CH:21][CH:22]=3)[CH:6]=[CH:5][C:4]=2[NH:3]1.[CH2:23]([C:25]([O-:27])=[O:26])[CH3:24]. (4) Given the reactants [F:1][C:2]1[CH:10]=[CH:9][C:5]([C:6]([OH:8])=[O:7])=[CH:4][C:3]=1[N+:11]([O-:13])=[O:12].S(OCC)(O[CH2:18][CH3:19])(=O)=O.C(=O)([O-])[O-].[K+].[K+], predict the reaction product. The product is: [F:1][C:2]1[CH:10]=[CH:9][C:5]([C:6]([O:8][CH2:18][CH3:19])=[O:7])=[CH:4][C:3]=1[N+:11]([O-:13])=[O:12].